From a dataset of Full USPTO retrosynthesis dataset with 1.9M reactions from patents (1976-2016). Predict the reactants needed to synthesize the given product. (1) Given the product [F:18][C:12]1[CH:13]=[C:14]([I:17])[CH:15]=[CH:16][C:11]=1[NH:10][C:6]1[C:5]([N+:19]([O-:21])=[O:20])=[C:4]([O:22][CH3:23])[CH:3]=[C:2]2[C:7]=1[CH:8]=[N:25][NH:26]2, predict the reactants needed to synthesize it. The reactants are: F[C:2]1[C:7]([CH:8]=O)=[C:6]([NH:10][C:11]2[CH:16]=[CH:15][C:14]([I:17])=[CH:13][C:12]=2[F:18])[C:5]([N+:19]([O-:21])=[O:20])=[C:4]([O:22][CH3:23])[CH:3]=1.O.[NH2:25][NH2:26]. (2) Given the product [N+:20]([C:23]1[CH:24]=[CH:25][C:26]([S:29]([N:4]2[CH2:5][CH2:6][N:1]([C:7]([O:9][C:10]([CH3:13])([CH3:12])[CH3:11])=[O:8])[CH2:2][CH2:3]2)(=[O:31])=[O:30])=[CH:27][CH:28]=1)([O-:22])=[O:21], predict the reactants needed to synthesize it. The reactants are: [N:1]1([C:7]([O:9][C:10]([CH3:13])([CH3:12])[CH3:11])=[O:8])[CH2:6][CH2:5][NH:4][CH2:3][CH2:2]1.N1C=CC=CC=1.[N+:20]([C:23]1[CH:28]=[CH:27][C:26]([S:29](Cl)(=[O:31])=[O:30])=[CH:25][CH:24]=1)([O-:22])=[O:21]. (3) Given the product [CH2:26]([O:25][CH2:24][CH2:23][N:6]1[C:7]2[C:12]([CH3:13])=[C:11]([CH3:14])[N:10]=[C:9]([NH2:37])[C:8]=2[N:22]=[C:5]1[CH2:4][O:3][CH2:1][CH3:2])[C:27]1[CH:28]=[CH:29][CH:30]=[CH:31][CH:32]=1, predict the reactants needed to synthesize it. The reactants are: [CH2:1]([O:3][CH2:4][C:5]1[N:6]([CH2:23][CH2:24][O:25][CH2:26][C:27]2[CH:32]=[CH:31][CH:30]=[CH:29][CH:28]=2)[C:7]2[C:12]([CH3:13])=[C:11]([CH3:14])[N:10]=[C:9](OC3C=CC=CC=3)[C:8]=2[N:22]=1)[CH3:2].C([O-])(=O)C.[NH4+:37].[OH-].[K+]. (4) Given the product [CH:1]([O:3][CH2:4][CH:5]([CH3:7])[CH3:6])=[CH2:2].[O:8]1[C:12]([C:13]([OH:15])=[O:14])=[CH:11][CH:10]=[C:9]1[C:16]([OH:18])=[O:17], predict the reactants needed to synthesize it. The reactants are: [CH:1]([O:3][CH2:4][CH:5]([CH3:7])[CH3:6])=[CH2:2].[O:8]1[C:12]([C:13]([OH:15])=[O:14])=[CH:11][CH:10]=[C:9]1[C:16]([OH:18])=[O:17]. (5) Given the product [Br:1][C:2]1[CH:7]=[CH:6][C:5]([S:8][CH2:10][CH3:11])=[CH:4][CH:3]=1, predict the reactants needed to synthesize it. The reactants are: [Br:1][C:2]1[CH:7]=[CH:6][C:5]([SH:8])=[CH:4][CH:3]=1.Br[CH2:10][CH3:11].C(N(CC)CC)C.